This data is from Full USPTO retrosynthesis dataset with 1.9M reactions from patents (1976-2016). The task is: Predict the reactants needed to synthesize the given product. (1) Given the product [F:1][C:2]1[CH:7]=[CH:6][C:5]([C:8]([C:11]2[N:15]([CH:16]3[CH2:32][N:20]4[C:21]5[C:26]([C:27]([CH2:28][C:29]([OH:31])=[O:30])=[C:19]4[CH2:18][CH2:17]3)=[CH:25][CH:24]=[CH:23][CH:22]=5)[N:14]=[N:13][CH:12]=2)=[CH2:9])=[CH:4][CH:3]=1, predict the reactants needed to synthesize it. The reactants are: [F:1][C:2]1[CH:7]=[CH:6][C:5]([C:8]([C:11]2[N:15]([CH:16]3[CH2:32][N:20]4[C:21]5[C:26]([C:27]([CH2:28][C:29]([OH:31])=[O:30])=[C:19]4[CH2:18][CH2:17]3)=[CH:25][CH:24]=[CH:23][CH:22]=5)[N:14]=[N:13][CH:12]=2)(O)[CH3:9])=[CH:4][CH:3]=1.Cl. (2) Given the product [F:1][C:2]1[C:10]([F:11])=[CH:9][C:5]([C:6]([NH:28][CH3:26])=[O:7])=[C:4]([N+:12]([O-:14])=[O:13])[CH:3]=1, predict the reactants needed to synthesize it. The reactants are: [F:1][C:2]1[C:10]([F:11])=[CH:9][C:5]([C:6](O)=[O:7])=[C:4]([N+:12]([O-:14])=[O:13])[CH:3]=1.Cl.CN.C(Cl)CCl.C1C=CC2N(O)N=[N:28][C:26]=2C=1.CCN(C(C)C)C(C)C. (3) Given the product [Cl:1][C:2]1[CH:7]=[CH:6][CH:5]=[CH:4][C:3]=1[C:8]1[O:9][C:10]2[C:15]([C:16](=[O:18])[CH:17]=1)=[C:14]([O:19][CH3:20])[CH:13]=[C:12]([O:21][CH3:22])[C:11]=2[C@@H:23]1[CH2:27][CH2:26][N:25]([C:28]2[CH:29]=[CH:30][C:31]([O:34][CH3:35])=[CH:32][CH:33]=2)[C@H:24]1[CH2:36][OH:37], predict the reactants needed to synthesize it. The reactants are: [Cl:1][C:2]1[CH:7]=[CH:6][CH:5]=[CH:4][C:3]=1[C:8]1[O:9][C:10]2[C:15]([C:16](=[O:18])[CH:17]=1)=[C:14]([O:19][CH3:20])[CH:13]=[C:12]([O:21][CH3:22])[C:11]=2[C@@H:23]1[CH2:27][CH2:26][N:25]([C:28]2[CH:33]=[CH:32][C:31]([O:34][CH3:35])=[CH:30][CH:29]=2)[C@H:24]1[CH2:36][O:37]C(=O)C.[OH-].[Na+].